This data is from Full USPTO retrosynthesis dataset with 1.9M reactions from patents (1976-2016). The task is: Predict the reactants needed to synthesize the given product. (1) Given the product [C:20]([O:15][CH2:14][CH2:13][CH2:12][C:6]1([CH2:5][O:4][Si:3]([CH2:1][CH3:2])([CH2:16][CH3:17])[CH2:18][CH3:19])[CH2:11][CH2:10][CH2:9][CH2:8][CH2:7]1)(=[O:22])[CH3:21], predict the reactants needed to synthesize it. The reactants are: [CH2:1]([Si:3]([CH2:18][CH3:19])([CH2:16][CH3:17])[O:4][CH2:5][C:6]1([CH2:12][CH2:13][CH2:14][OH:15])[CH2:11][CH2:10][CH2:9][CH2:8][CH2:7]1)[CH3:2].[C:20](OC(=O)C)(=[O:22])[CH3:21]. (2) Given the product [O:16]=[C:10]([NH:8][NH:7][C:1](=[O:6])[CH2:2][CH2:3][C:4]#[CH:5])[C:11]([O:13][CH2:14][CH3:15])=[O:12], predict the reactants needed to synthesize it. The reactants are: [C:1]([NH:7][NH2:8])(=[O:6])[CH2:2][CH2:3][C:4]#[CH:5].Cl[C:10](=[O:16])[C:11]([O:13][CH2:14][CH3:15])=[O:12]. (3) Given the product [C:66]([CH2:65][C@H:35]([NH:34][C:75](=[O:76])[CH2:74][N:71]1[CH2:72][CH2:73][O:68][CH2:69][CH2:70]1)[C:36]([NH:38][C@@H:39]([CH2:56][C:57]1[CH:62]=[CH:61][C:60]([O:63][CH3:64])=[CH:59][CH:58]=1)[C:40]([NH:42][C@@H:43]([CH2:50][C:51]1[CH2:55][CH2:54][CH2:53][CH:52]=1)[C:44]([C@@:46]1([CH3:49])[CH2:48][O:47]1)=[O:45])=[O:41])=[O:37])#[N:67], predict the reactants needed to synthesize it. The reactants are: CN(C(ON1N=NC2C=CC=NC1=2)=[N+](C)C)C.F[P-](F)(F)(F)(F)F.CCN(C(C)C)C(C)C.[NH2:34][C@@H:35]([CH2:65][C:66]#[N:67])[C:36]([NH:38][C@@H:39]([CH2:56][C:57]1[CH:62]=[CH:61][C:60]([O:63][CH3:64])=[CH:59][CH:58]=1)[C:40]([NH:42][C@@H:43]([CH2:50][C:51]1[CH2:55][CH2:54][CH2:53][CH:52]=1)[C:44]([C@@:46]1([CH3:49])[CH2:48][O:47]1)=[O:45])=[O:41])=[O:37].[O:68]1[CH2:73][CH2:72][N:71]([CH2:74][C:75](O)=[O:76])[CH2:70][CH2:69]1. (4) Given the product [CH3:28][N:29]([CH3:30])[C:22]([CH:21]([OH:27])[C:20]#[C:19][C:15]1[CH:14]=[C:13]([N:6]2[C:7]3[C:12](=[CH:11][CH:10]=[CH:9][CH:8]=3)[C:4]([C:1]([NH2:2])=[O:3])=[N:5]2)[CH:18]=[CH:17][CH:16]=1)=[O:23], predict the reactants needed to synthesize it. The reactants are: [C:1]([C:4]1[C:12]2[C:7](=[CH:8][CH:9]=[CH:10][CH:11]=2)[N:6]([C:13]2[CH:14]=[C:15]([C:19]#[C:20][CH:21]([OH:27])[C:22](OCC)=[O:23])[CH:16]=[CH:17][CH:18]=2)[N:5]=1)(=[O:3])[NH2:2].[CH3:28][NH:29][CH3:30]. (5) The reactants are: [F:1][C:2]([F:23])([C:17]1[CH:22]=[CH:21][CH:20]=[CH:19][N:18]=1)[CH2:3][NH:4][C:5]1[C:6](=[O:16])[N:7]([CH2:12][C:13]([OH:15])=O)[C:8]([CH3:11])=[CH:9][N:10]=1.[CH2:24]([NH2:32])[CH2:25][C:26]1[CH:31]=[CH:30][CH:29]=[CH:28][CH:27]=1. Given the product [F:23][C:2]([F:1])([C:17]1[CH:22]=[CH:21][CH:20]=[CH:19][N:18]=1)[CH2:3][NH:4][C:5]1[C:6](=[O:16])[N:7]([CH2:12][C:13]([NH:32][CH2:24][CH2:25][C:26]2[CH:31]=[CH:30][CH:29]=[CH:28][CH:27]=2)=[O:15])[C:8]([CH3:11])=[CH:9][N:10]=1, predict the reactants needed to synthesize it. (6) The reactants are: [CH2:1]([C:15]1[CH:19]=[CH:18][S:17][CH:16]=1)[CH2:2][CH2:3][CH2:4][CH2:5][CH2:6][CH2:7][CH2:8][CH2:9][CH2:10][CH2:11][CH2:12][CH2:13][CH3:14].C1C(=O)N([Br:27])C(=O)C1. Given the product [Br:27][C:16]1[S:17][CH:18]=[CH:19][C:15]=1[CH2:1][CH2:2][CH2:3][CH2:4][CH2:5][CH2:6][CH2:7][CH2:8][CH2:9][CH2:10][CH2:11][CH2:12][CH2:13][CH3:14], predict the reactants needed to synthesize it. (7) Given the product [Br:14][C:12]1[CH:11]=[CH:10][C:9]([F:15])=[C:8]([C:2]([NH:1][C:23](=[O:24])[CH2:22][Cl:21])([CH:5]2[CH2:7][CH2:6]2)[CH2:3][OH:4])[CH:13]=1, predict the reactants needed to synthesize it. The reactants are: [NH2:1][C:2]([C:8]1[CH:13]=[C:12]([Br:14])[CH:11]=[CH:10][C:9]=1[F:15])([CH:5]1[CH2:7][CH2:6]1)[CH2:3][OH:4].C(=O)([O-])O.[Na+].[Cl:21][CH2:22][C:23](Cl)=[O:24]. (8) Given the product [F:10][C:8]([F:9])([F:11])[C:7]1[CH:2]=[CH:3][C:4]([C:12]2[C:20]3[CH2:19][CH2:18][CH:17]([OH:31])[C:16]=3[CH:15]=[N:14][CH:13]=2)=[CH:5][CH:6]=1, predict the reactants needed to synthesize it. The reactants are: F[C:2]1[CH:3]=[C:4]([C:12]2[C:20]3[C:19](=O)[CH2:18][CH2:17][C:16]=3[CH:15]=[N:14][CH:13]=2)[CH:5]=[CH:6][C:7]=1[C:8]([F:11])([F:10])[F:9].FC(F)(F)C1C=CC(B(O)[OH:31])=CC=1. (9) Given the product [CH:7]1[C:8]2[C:14]([CH:13]=[CH:12][CH:11]=[CH:10][CH:9]=2)=[CH:15][C:6]=1[CH2:5][C:4]1[CH:16]=[CH:17][C:18]([OH:19])=[C:2]([C:38]2([O:40][C@H:41]([CH2:54][OH:55])[C@@H:42]([OH:49])[C@H:43]([OH:44])[C@H:37]2[OH:36])[O:39][CH3:23])[CH:3]=1, predict the reactants needed to synthesize it. The reactants are: Br[C:2]1[CH:3]=[C:4]([CH:16]=[CH:17][C:18]=1[O:19]COC)[CH2:5][C:6]1[CH:15]=[C:14]2[C:8](=[CH:9][CH:10]=[CH:11][CH:12]=[CH:13]2)[CH:7]=1.[CH3:23]CCCCC.C([Li])CCC.C[Si](C)(C)[O:36][C@@H:37]1[C@@H:43]([O:44][Si](C)(C)C)[C@H:42]([O:49][Si](C)(C)C)[C@@H:41]([CH2:54][O:55][Si](C)(C)C)[O:40][C:38]1=[O:39].C(OC(=O)C)C.Cl.[OH-].[Na+]. (10) Given the product [CH3:36][S:37]([O:26][CH2:25][C:22]1[CH:23]=[CH:24][C:19]([C:3]2[N:4]3[C:5]4[CH:18]=[CH:17][CH:16]=[N:15][C:6]=4[NH:7][C:8]4[CH:14]=[CH:13][CH:12]=[CH:11][C:9]=4[C:10]3=[N:1][N:2]=2)=[CH:20][CH:21]=1)(=[O:39])=[O:38], predict the reactants needed to synthesize it. The reactants are: [N:1]1[N:2]=[C:3]([C:19]2[CH:24]=[CH:23][C:22]([CH2:25][OH:26])=[CH:21][CH:20]=2)[N:4]2[C:10]=1[C:9]1[CH:11]=[CH:12][CH:13]=[CH:14][C:8]=1[NH:7][C:6]1[N:15]=[CH:16][CH:17]=[CH:18][C:5]2=1.C(N(C(C)C)CC)(C)C.[CH3:36][S:37](Cl)(=[O:39])=[O:38].